From a dataset of Forward reaction prediction with 1.9M reactions from USPTO patents (1976-2016). Predict the product of the given reaction. (1) Given the reactants [CH3:1][C:2]1[CH2:7][CH2:6][CH2:5][C:4]([CH3:9])([CH3:8])[C:3]=1/[CH:10]=[CH:11]/[C:12](/[CH3:21])=[CH:13]/[CH:14]=[CH:15]/[C:16](/[CH3:20])=[CH:17]/[CH2:18][OH:19].[OH2:22].C(N([CH2:28][CH3:29])CC)C, predict the reaction product. The product is: [CH3:1][C:2]1[CH2:7][CH2:6][CH2:5][C:4]([CH3:8])([CH3:9])[C:3]=1/[CH:10]=[CH:11]/[C:12](/[CH3:21])=[CH:13]/[CH:14]=[CH:15]/[C:16](/[CH3:20])=[CH:17]/[CH2:18][O:19][C:28]([CH3:29])=[O:22]. (2) Given the reactants C(C1C=C[C:10]2[C:9](=[O:13])[CH2:8][CH2:7][CH2:6][C:5]=2N=1)=C.C[N+:15]1([O-])[CH2:20][CH2:19][O:18][CH2:17][CH2:16]1.C1C[O:25][CH2:24]C1, predict the reaction product. The product is: [OH:18][CH:19]([C:20]1[CH:6]=[CH:7][C:8]2[C:9](=[O:13])[CH2:10][CH2:5][CH2:17][C:16]=2[N:15]=1)[CH2:24][OH:25].